Dataset: Catalyst prediction with 721,799 reactions and 888 catalyst types from USPTO. Task: Predict which catalyst facilitates the given reaction. (1) Reactant: N(C(OCC)=O)=NC(OCC)=O.[NH:13]1[C:21]2[C:16](=[CH:17][C:18]([O:22][C:23]3[C:32]4[C:27](=[CH:28][C:29]([O:34][CH3:35])=[C:30]([OH:33])[CH:31]=4)[N:26]=[CH:25][N:24]=3)=[CH:19][N:20]=2)[CH:15]=[CH:14]1.C1(P(C2C=CC=CC=2)C2C=CC=CC=2)C=CC=CC=1.[CH3:55][S:56]([N:59]1[CH2:64][CH2:63][N:62]([CH2:65][CH2:66][CH2:67]O)[CH2:61][CH2:60]1)(=[O:58])=[O:57]. Product: [NH:13]1[C:21]2[C:16](=[CH:17][C:18]([O:22][C:23]3[C:32]4[C:27](=[CH:28][C:29]([O:34][CH3:35])=[C:30]([O:33][CH2:67][CH2:66][CH2:65][N:62]5[CH2:63][CH2:64][N:59]([S:56]([CH3:55])(=[O:58])=[O:57])[CH2:60][CH2:61]5)[CH:31]=4)[N:26]=[CH:25][N:24]=3)=[CH:19][N:20]=2)[CH:15]=[CH:14]1. The catalyst class is: 3. (2) Reactant: ClC(Cl)(Cl)C([N:5]1[CH:12]2[CH2:13][CH:8]3[CH2:9][CH:10]([CH2:14][CH:6]1[CH2:7]3)[CH2:11]2)=O.C(O)(C)C.[OH-].[Na+].O. Product: [CH:6]12[CH2:14][CH:10]3[CH2:9][CH:8]([CH2:13][CH:12]([CH2:11]3)[NH:5]1)[CH2:7]2. The catalyst class is: 11.